Dataset: NCI-60 drug combinations with 297,098 pairs across 59 cell lines. Task: Regression. Given two drug SMILES strings and cell line genomic features, predict the synergy score measuring deviation from expected non-interaction effect. Drug 1: CN(C)C1=NC(=NC(=N1)N(C)C)N(C)C. Drug 2: C1=CN(C=N1)CC(O)(P(=O)(O)O)P(=O)(O)O. Cell line: SF-295. Synergy scores: CSS=1.43, Synergy_ZIP=-1.87, Synergy_Bliss=-1.89, Synergy_Loewe=-0.0135, Synergy_HSA=-0.297.